Predict the product of the given reaction. From a dataset of Forward reaction prediction with 1.9M reactions from USPTO patents (1976-2016). Given the reactants [Cl:1][C:2]1[N:7]=[C:6]([C:8]2[NH:9][C:10]3[C:15]([CH:16]=2)=[C:14]([F:17])[CH:13]=[CH:12][CH:11]=3)[C:5]([NH2:18])=[CH:4][CH:3]=1.Br[C:20]#[N:21], predict the reaction product. The product is: [Cl:1][C:2]1[CH:3]=[CH:4][C:5]2[N:18]=[C:20]([NH2:21])[N:9]3[C:10]4[CH:11]=[CH:12][CH:13]=[C:14]([F:17])[C:15]=4[CH:16]=[C:8]3[C:6]=2[N:7]=1.